This data is from Forward reaction prediction with 1.9M reactions from USPTO patents (1976-2016). The task is: Predict the product of the given reaction. (1) Given the reactants [Cl:1][C:2]1[C:7]([C:8]2[N:12]=[C:11]([C:13]([O:15][CH2:16][CH3:17])=[O:14])[N:10]([CH3:18])[N:9]=2)=[C:6](Cl)[N:5]=[CH:4][N:3]=1.[NH3:20].CCOC(C)=O, predict the reaction product. The product is: [NH2:20][C:6]1[C:7]([C:8]2[N:12]=[C:11]([C:13]([O:15][CH2:16][CH3:17])=[O:14])[N:10]([CH3:18])[N:9]=2)=[C:2]([Cl:1])[N:3]=[CH:4][N:5]=1. (2) The product is: [ClH:24].[ClH:24].[CH3:1][N:2]1[CH2:7][CH2:6][N:5]([C:8]2[CH:13]=[CH:12][C:11]([C@@H:14]([NH2:16])[CH3:15])=[CH:10][CH:9]=2)[CH2:4][CH2:3]1. Given the reactants [CH3:1][N:2]1[CH2:7][CH2:6][N:5]([C:8]2[CH:13]=[CH:12][C:11]([C@@H:14]([NH:16]C(=O)OC(C)(C)C)[CH3:15])=[CH:10][CH:9]=2)[CH2:4][CH2:3]1.[ClH:24], predict the reaction product. (3) Given the reactants [F:1][C:2]1[CH:7]=[C:6]([F:8])[CH:5]=[CH:4][C:3]=1[C:9]1[N:14]=[CH:13][N:12]=[C:11]([N:15]2[CH2:20][CH2:19][N:18](C(OC(C)(C)C)=O)[CH2:17][CH2:16]2)[CH:10]=1.C(OCC)(=O)C.Cl, predict the reaction product. The product is: [F:1][C:2]1[CH:7]=[C:6]([F:8])[CH:5]=[CH:4][C:3]=1[C:9]1[CH:10]=[C:11]([N:15]2[CH2:16][CH2:17][NH:18][CH2:19][CH2:20]2)[N:12]=[CH:13][N:14]=1.